This data is from Catalyst prediction with 721,799 reactions and 888 catalyst types from USPTO. The task is: Predict which catalyst facilitates the given reaction. (1) Reactant: [C:1]([O:6][CH2:7][CH2:8][CH2:9][P:10](=[O:17])([O:14]CC)[O:11]CC)(=[O:5])[C:2]([CH3:4])=[CH2:3].[CH3:18][Si:19](Br)([CH3:21])[CH3:20]. Product: [C:1]([O:6][CH2:7][CH2:8][CH2:9][P:10](=[O:17])([O:14][Si:19]([CH3:21])([CH3:20])[CH3:18])[O:11][Si:19]([CH3:21])([CH3:20])[CH3:18])(=[O:5])[C:2]([CH3:4])=[CH2:3]. The catalyst class is: 2. (2) Reactant: N(C(OC(C)(C)C)=O)=NC(OC(C)(C)C)=O.BrC1C=CC2OCCN3C(CO)=C(I)N=C3C=2C=1.CC1NC=CN=1.C1(P(C2C=CC=CC=2)C2C=CC=CC=2)C=CC=CC=1.Br[C:61]1[CH:62]=[CH:63][C:64]2[O:70][CH2:69][CH2:68][N:67]3[C:71]([CH2:77][N:78]4[CH:82]=[CH:81][N:80]=[C:79]4[CH3:83])=[C:72]([C:74]([NH2:76])=[O:75])[N:73]=[C:66]3[C:65]=2[CH:84]=1.[CH3:85][C:86]([OH:90])([C:88]#[CH:89])[CH3:87]. Product: [OH:90][C:86]([CH3:87])([CH3:85])[C:88]#[C:89][C:61]1[CH:62]=[CH:63][C:64]2[O:70][CH2:69][CH2:68][N:67]3[C:71]([CH2:77][N:78]4[CH:82]=[CH:81][N:80]=[C:79]4[CH3:83])=[C:72]([C:74]([NH2:76])=[O:75])[N:73]=[C:66]3[C:65]=2[CH:84]=1. The catalyst class is: 7. (3) Reactant: [Cl:1][C:2]1[CH:7]=[CH:6][C:5]([NH:8][C:9]([C:11]2[CH:21]=[CH:20][C:14]([C:15](=[NH:19])OCC)=[CH:13][CH:12]=2)=[O:10])=[CH:4][C:3]=1[C:22]1[CH:27]=[CH:26][CH:25]=[CH:24][N:23]=1.[CH3:28][N:29]1[CH2:34][CH2:33][NH:32][CH2:31][CH2:30]1. Product: [Cl:1][C:2]1[CH:7]=[CH:6][C:5]([NH:8][C:9](=[O:10])[C:11]2[CH:12]=[CH:13][C:14]([C:15](=[NH:19])[N:32]3[CH2:33][CH2:34][N:29]([CH3:28])[CH2:30][CH2:31]3)=[CH:20][CH:21]=2)=[CH:4][C:3]=1[C:22]1[CH:27]=[CH:26][CH:25]=[CH:24][N:23]=1. The catalyst class is: 5. (4) Reactant: [C:1]([O:5][C:6](=[O:29])[C:7]([O:10]/[N:11]=[C:12](/[C:16]1[N:17]=[C:18]([NH:21][C:22]([O:24][C:25]([CH3:28])([CH3:27])[CH3:26])=[O:23])[S:19][CH:20]=1)\[C:13](O)=[O:14])([CH3:9])[CH3:8])([CH3:4])([CH3:3])[CH3:2].CN(C(ON1N=NC2C=CC=NC1=2)=[N+](C)C)C.F[P-](F)(F)(F)(F)F.CCN(C(C)C)C(C)C.[NH2:63][C@@H:64]1[C:67](=[O:68])[NH:66][C@@H:65]1[CH2:69][N:70]1[CH:74]=[CH:73][N:72]([C:75]([O:77][C:78]([CH3:81])([CH3:80])[CH3:79])=[O:76])[C:71]1=[O:82]. Product: [C:1]([O:5][C:6](=[O:29])[C:7]([O:10]/[N:11]=[C:12](/[C:16]1[N:17]=[C:18]([NH:21][C:22]([O:24][C:25]([CH3:28])([CH3:27])[CH3:26])=[O:23])[S:19][CH:20]=1)\[C:13]([NH:63][C@@H:64]1[C:67](=[O:68])[NH:66][C@@H:65]1[CH2:69][N:70]1[CH:74]=[CH:73][N:72]([C:75]([O:77][C:78]([CH3:79])([CH3:81])[CH3:80])=[O:76])[C:71]1=[O:82])=[O:14])([CH3:9])[CH3:8])([CH3:2])([CH3:3])[CH3:4]. The catalyst class is: 3. (5) Reactant: [N:1]1[CH:6]=[CH:5][CH:4]=[CH:3][C:2]=1[N:7]1[C:11]([C:12]([F:15])([F:14])[F:13])=[C:10]([C:16]([OH:18])=O)[CH:9]=[N:8]1.C(Cl)CCl.C1C=CC2N(O)N=NC=2C=1.CCN(C(C)C)C(C)C.O[NH:43][C:44](=[NH:53])[C:45]1[CH:50]=[CH:49][C:48]([CH2:51][OH:52])=[CH:47][CH:46]=1.Cl. Product: [N:1]1[CH:6]=[CH:5][CH:4]=[CH:3][C:2]=1[N:7]1[C:11]([C:12]([F:13])([F:14])[F:15])=[C:10]([C:16]2[O:18][N:53]=[C:44]([C:45]3[CH:50]=[CH:49][C:48]([CH2:51][OH:52])=[CH:47][CH:46]=3)[N:43]=2)[CH:9]=[N:8]1. The catalyst class is: 18. (6) Reactant: [CH3:1][N:2]1[C:10]2[C:5](=[CH:6][C:7]([S:11][C:12]3[CH:19]=[CH:18][C:17]([F:20])=[CH:16][C:13]=3[C:14]#[N:15])=[CH:8][CH:9]=2)[CH:4]=[N:3]1.Cl. Product: [CH3:1][N:2]1[C:10]2[C:5](=[CH:6][C:7]([S:11][C:12]3[CH:19]=[CH:18][C:17]([F:20])=[CH:16][C:13]=3[CH2:14][NH2:15])=[CH:8][CH:9]=2)[CH:4]=[N:3]1. The catalyst class is: 105. (7) Reactant: [CH2:1]([N:3]([CH2:25][CH3:26])[C:4]1[CH:9]=[CH:8][C:7]([C:10]2[NH:14][C:13]3[CH:15]=[CH:16][CH:17]=[C:18]([N:19]4[CH2:24][CH2:23][NH:22][CH2:21][CH2:20]4)[C:12]=3[N:11]=2)=[CH:6][CH:5]=1)[CH3:2].[CH2:27]([N:29]1[CH:34]=[C:33]([CH:35]=O)[C:32](=[O:37])[NH:31][C:30]1=[O:38])[CH3:28].C(O[BH-](OC(=O)C)OC(=O)C)(=O)C.[Na+]. Product: [CH2:25]([N:3]([CH2:1][CH3:2])[C:4]1[CH:9]=[CH:8][C:7]([C:10]2[NH:14][C:13]3[CH:15]=[CH:16][CH:17]=[C:18]([N:19]4[CH2:20][CH2:21][N:22]([CH2:35][C:33]5[C:32](=[O:37])[NH:31][C:30](=[O:38])[N:29]([CH2:27][CH3:28])[CH:34]=5)[CH2:23][CH2:24]4)[C:12]=3[N:11]=2)=[CH:6][CH:5]=1)[CH3:26]. The catalyst class is: 264. (8) Reactant: [F:1][C:2]1[CH:21]=[CH:20][C:5]2[C:6]([C:9]3[CH:14]=[CH:13][C:12]([O:15][CH2:16][C@@H:17]4[CH2:19][O:18]4)=[CH:11][CH:10]=3)=[N:7][O:8][C:4]=2[CH:3]=1.[F:22][C:23]1[CH:31]=[C:30]2[C:26]([C:27]([N:32]3[CH2:37][CH2:36][NH:35][CH2:34][CH2:33]3)=[N:28][NH:29]2)=[CH:25][CH:24]=1. Product: [F:1][C:2]1[CH:21]=[CH:20][C:5]2[C:6]([C:9]3[CH:10]=[CH:11][C:12]([O:15][CH2:16][C@@H:17]([OH:18])[CH2:19][N:35]4[CH2:36][CH2:37][N:32]([C:27]5[C:26]6[C:30](=[CH:31][C:23]([F:22])=[CH:24][CH:25]=6)[NH:29][N:28]=5)[CH2:33][CH2:34]4)=[CH:13][CH:14]=3)=[N:7][O:8][C:4]=2[CH:3]=1. The catalyst class is: 737.